From a dataset of Catalyst prediction with 721,799 reactions and 888 catalyst types from USPTO. Predict which catalyst facilitates the given reaction. (1) Reactant: FC(F)(F)[C:3]([N:5]([CH:7]1[CH2:12][CH2:11][CH:10]([OH:13])[CH2:9][CH2:8]1)C)=O. Product: [CH3:3][NH:5][C@H:7]1[CH2:12][CH2:11][C@H:10]([OH:13])[CH2:9][CH2:8]1. The catalyst class is: 126. (2) Reactant: C([O-])([O-])=O.[K+].[K+].[NH2:7][N:8]1[C:26]2([CH2:31][CH2:30][O:29][CH2:28][CH2:27]2)[CH2:25][C:11]2[NH:12][C:13]3[CH:19]=[CH:18][C:17]([O:20][C:21]([F:24])([F:23])[F:22])=[CH:16][C:14]=3[S:15][C:10]=2[C:9]1=[O:32].Br[CH2:34][C:35]#[N:36].O. Product: [O:32]=[C:9]1[C:10]2[S:15][C:14]3[CH:16]=[C:17]([O:20][C:21]([F:23])([F:24])[F:22])[CH:18]=[CH:19][C:13]=3[NH:12][C:11]=2[CH2:25][C:26]2([CH2:31][CH2:30][O:29][CH2:28][CH2:27]2)[N:8]1[NH:7][CH2:34][C:35]#[N:36]. The catalyst class is: 3. (3) Reactant: [CH2:1]([O:3][C:4]([CH2:6][CH:7]1[CH2:12][CH2:11][CH:10]([CH2:13][C:14]([OH:16])=O)[CH2:9][CH2:8]1)=[O:5])[CH3:2].[N:17]1[CH:22]=[CH:21][C:20]([N:23]2[CH2:28][CH2:27][NH:26][CH2:25][CH2:24]2)=[CH:19][CH:18]=1.C1(N=C=NC2CCCCC2)CCCCC1. Product: [CH2:1]([O:3][C:4](=[O:5])[CH2:6][CH:7]1[CH2:8][CH2:9][CH:10]([CH2:13][C:14](=[O:16])[N:26]2[CH2:27][CH2:28][N:23]([C:20]3[CH:21]=[CH:22][N:17]=[CH:18][CH:19]=3)[CH2:24][CH2:25]2)[CH2:11][CH2:12]1)[CH3:2]. The catalyst class is: 9. (4) Reactant: [Cl-:1].[CH3:2][O:3]C[P+](C1C=CC=CC=1)(C1C=CC=CC=1)C1C=CC=CC=1.C[Si]([N-][Si](C)(C)C)(C)C.[K+].[C:34]1(C)C=CC=CC=1.[CH2:41]([C@@:44]1([CH3:71])[CH2:49][C@H:48]([C:50]2[CH:55]=[CH:54][CH:53]=[C:52](Cl)[CH:51]=2)[C@@H:47]([C:57]2[CH:62]=[CH:61][C:60]([Cl:63])=[CH:59][CH:58]=2)[N:46]([C@@H:64]([CH2:68][CH3:69])[C:65](=O)[CH3:66])[C:45]1=[O:70])[CH:42]=[CH2:43]. Product: [CH2:41]([C@@:44]1([CH3:71])[CH2:49][C@H:48]([C:50]2[CH:51]=[CH:52][CH:53]=[C:54]([Cl:1])[CH:55]=2)[C@@H:47]([C:57]2[CH:58]=[CH:59][C:60]([Cl:63])=[CH:61][CH:62]=2)[N:46]([C@@H:64]([CH2:68][CH3:69])[C:65]([CH3:34])=[CH:66][O:3][CH3:2])[C:45]1=[O:70])[CH:42]=[CH2:43]. The catalyst class is: 1. (5) Reactant: [N+:1]([C:4]1[CH:5]=[CH:6][C:7]([NH:13][CH2:14][CH2:15][C:16]2[CH:21]=[CH:20][CH:19]=[CH:18][N:17]=2)=[C:8]([C:10](=[O:12])[CH3:11])[CH:9]=1)([O-])=O.[H][H]. Product: [NH2:1][C:4]1[CH:5]=[CH:6][C:7]([NH:13][CH2:14][CH2:15][C:16]2[CH:21]=[CH:20][CH:19]=[CH:18][N:17]=2)=[C:8]([C:10](=[O:12])[CH3:11])[CH:9]=1. The catalyst class is: 541.